Dataset: Peptide-MHC class II binding affinity with 134,281 pairs from IEDB. Task: Regression. Given a peptide amino acid sequence and an MHC pseudo amino acid sequence, predict their binding affinity value. This is MHC class II binding data. The peptide sequence is HSLGKWLGHVDKF. The MHC is H-2-IAs with pseudo-sequence H-2-IAs. The binding affinity (normalized) is 0.